Dataset: Reaction yield outcomes from USPTO patents with 853,638 reactions. Task: Predict the reaction yield, written as a fraction of the theoretical maximum amount of product (1.0 means a 100% yield; for example, 0.34 means a 34% yield). (1) The reactants are C(O)(=O)C.[CH:5]([NH2:7])=[NH:6].C[O-].[Na+].CO.[CH3:13][C:14]([CH3:23])([CH3:22])[CH2:15][C:16](=O)[C:17](OC)=[O:18]. The catalyst is O.C(O)(=O)C. The product is [OH:18][C:17]1[CH:16]=[C:15]([C:14]([CH3:23])([CH3:22])[CH3:13])[N:7]=[CH:5][N:6]=1. The yield is 0.490. (2) The yield is 0.790. The reactants are [Cl:1][C:2]1[CH:7]=[CH:6][CH:5]=[CH:4][C:3]=1[N:8]=[C:9]=[O:10].[NH2:11][C:12]1[CH:17]=[CH:16][C:15]([C:18]2[O:22][C:21]([C:23]([NH:25][CH:26]([CH:31]([CH3:33])[CH3:32])[C:27]([O:29][CH3:30])=[O:28])=[O:24])=[N:20][CH:19]=2)=[CH:14][CH:13]=1. The product is [Cl:1][C:2]1[CH:7]=[CH:6][CH:5]=[CH:4][C:3]=1[NH:8][C:9](=[O:10])[NH:11][C:12]1[CH:17]=[CH:16][C:15]([C:18]2[O:22][C:21]([C:23]([NH:25][CH:26]([CH:31]([CH3:33])[CH3:32])[C:27]([O:29][CH3:30])=[O:28])=[O:24])=[N:20][CH:19]=2)=[CH:14][CH:13]=1. No catalyst specified.